This data is from Reaction yield outcomes from USPTO patents with 853,638 reactions. The task is: Predict the reaction yield, written as a fraction of the theoretical maximum amount of product (1.0 means a 100% yield; for example, 0.34 means a 34% yield). (1) The reactants are Br[CH:2]1[CH2:7][CH2:6][CH2:5][CH:4]([C:8]([N:10]2[CH2:15][CH2:14][CH2:13][CH2:12][CH2:11]2)=[O:9])[C:3]1=O.[CH2:17]([O:24][CH2:25][CH2:26][NH:27][C:28]1[CH:33]=[CH:32][CH:31]=[CH:30][CH:29]=1)[C:18]1[CH:23]=[CH:22][CH:21]=[CH:20][CH:19]=1. The catalyst is CC(O)C.[Cl-].[Zn+2].[Cl-]. The product is [CH2:17]([O:24][CH2:25][CH2:26][N:27]1[C:2]2[CH2:7][CH2:6][CH2:5][CH:4]([C:8]([N:10]3[CH2:15][CH2:14][CH2:13][CH2:12][CH2:11]3)=[O:9])[C:3]=2[C:33]2[C:28]1=[CH:29][CH:30]=[CH:31][CH:32]=2)[C:18]1[CH:19]=[CH:20][CH:21]=[CH:22][CH:23]=1. The yield is 0.270. (2) The reactants are [CH2:1]([O:8][C:9]1[CH:14]=[CH:13][C:12]([C:15]2[NH:29][C:18]3=[N:19][C:20]([N:23]4[CH2:28][CH2:27][NH:26][CH2:25][CH2:24]4)=[CH:21][CH:22]=[C:17]3[N:16]=2)=[CH:11][CH:10]=1)[C:2]1[CH:7]=[CH:6][CH:5]=[CH:4][CH:3]=1.CCN(C(C)C)C(C)C.[CH3:39][S:40](Cl)(=[O:42])=[O:41].O. The catalyst is CN(C=O)C. The product is [CH2:1]([O:8][C:9]1[CH:14]=[CH:13][C:12]([C:15]2[NH:29][C:18]3=[N:19][C:20]([N:23]4[CH2:24][CH2:25][N:26]([S:40]([CH3:39])(=[O:42])=[O:41])[CH2:27][CH2:28]4)=[CH:21][CH:22]=[C:17]3[N:16]=2)=[CH:11][CH:10]=1)[C:2]1[CH:3]=[CH:4][CH:5]=[CH:6][CH:7]=1. The yield is 0.750. (3) The reactants are [OH-].[K+].[CH2:3]([C:10]([CH2:21][S:22][CH3:23])([C:16]([O:18]CC)=[O:17])[C:11]([O:13]CC)=[O:12])[C:4]1[CH:9]=[CH:8][CH:7]=[CH:6][CH:5]=1.CO.Cl. The catalyst is O. The product is [CH2:3]([C:10]([CH2:21][S:22][CH3:23])([C:11]([OH:13])=[O:12])[C:16]([OH:18])=[O:17])[C:4]1[CH:5]=[CH:6][CH:7]=[CH:8][CH:9]=1. The yield is 0.720. (4) The reactants are N1CCC(CO)CC1.C([O:11][C:12](=[O:45])[C@:13]([NH:37]C(OC(C)(C)C)=O)([CH2:27][CH2:28][N:29]1[CH2:34][CH2:33][CH:32]([CH2:35][OH:36])[CH2:31][CH2:30]1)[CH2:14][CH2:15][CH2:16][CH2:17][B:18]1[O:22]C(C)(C)C(C)(C)[O:19]1)C.[ClH:46]. The catalyst is O. The product is [ClH:46].[ClH:46].[NH2:37][C:13]([CH2:27][CH2:28][N:29]1[CH2:30][CH2:31][CH:32]([CH2:35][OH:36])[CH2:33][CH2:34]1)([CH2:14][CH2:15][CH2:16][CH2:17][B:18]([OH:22])[OH:19])[C:12]([OH:45])=[O:11]. The yield is 0.530.